The task is: Predict which catalyst facilitates the given reaction.. This data is from Catalyst prediction with 721,799 reactions and 888 catalyst types from USPTO. (1) Reactant: [Br:1]/[C:2](=[CH:5]\N(C)C)/[CH:3]=O.C(=O)([O-])[O-].[K+].[K+].Cl.[OH:16][C:17]([CH3:22])(C)[C:18]([NH2:20])=[NH:19]. Product: [Br:1][C:2]1[CH:3]=[N:19][C:18]([C@@H:17]([OH:16])[CH3:22])=[N:20][CH:5]=1. The catalyst class is: 8. (2) Reactant: CN([CH:9]=[O:10])C1C=CC=CC=1.C(Cl)(=O)C(Cl)=O.[CH3:17][O:18][C:19]1[CH:20]=[C:21]2[C:25](=[C:26]([CH3:28])[CH:27]=1)[N:24]([C:29]([O:31][C:32]([CH3:35])([CH3:34])[CH3:33])=[O:30])[CH:23]=[CH:22]2. Product: [CH:9]([C:20]1[C:19]([O:18][CH3:17])=[CH:27][C:26]([CH3:28])=[C:25]2[C:21]=1[CH:22]=[CH:23][N:24]2[C:29]([O:31][C:32]([CH3:35])([CH3:34])[CH3:33])=[O:30])=[O:10]. The catalyst class is: 2. (3) Reactant: [F:1][C:2]([F:7])([F:6])[C:3]([OH:5])=[O:4].[OH:8][C:9]1[CH:17]=[CH:16][C:12]([C:13]([NH2:15])=[NH:14])=[CH:11][C:10]=1[CH:18]=[CH:19][C@H:20]1[CH2:24][CH2:23][CH2:22][N:21]1[C:25](=[O:39])[C:26]1[CH:31]=[CH:30][C:29]([C:32]2[CH:37]=[CH:36][C:35](=[O:38])[NH:34][CH:33]=2)=[CH:28][CH:27]=1. Product: [F:1][C:2]([F:7])([F:6])[C:3]([OH:5])=[O:4].[OH:8][C:9]1[CH:17]=[CH:16][C:12]([C:13]([NH2:15])=[NH:14])=[CH:11][C:10]=1[CH2:18][CH2:19][C@@H:20]1[CH2:24][CH2:23][CH2:22][N:21]1[C:25](=[O:39])[C:26]1[CH:31]=[CH:30][C:29]([C:32]2[CH:37]=[CH:36][C:35](=[O:38])[NH:34][CH:33]=2)=[CH:28][CH:27]=1. The catalyst class is: 19. (4) Reactant: [C:1]([Si:5](Cl)([CH3:7])[CH3:6])([CH3:4])([CH3:3])[CH3:2].N1C=CN=C1.[Cl:14][C:15]1[C:24]2[C:19](=[CH:20][CH:21]=[C:22]([C:25]([O:27][CH3:28])=[O:26])[CH:23]=2)[N:18]=[C:17]([O:29][CH3:30])[C:16]=1[CH2:31][OH:32].O. Product: [Si:5]([O:32][CH2:31][C:16]1[C:17]([O:29][CH3:30])=[N:18][C:19]2[C:24]([C:15]=1[Cl:14])=[CH:23][C:22]([C:25]([O:27][CH3:28])=[O:26])=[CH:21][CH:20]=2)([C:1]([CH3:4])([CH3:3])[CH3:2])([CH3:7])[CH3:6]. The catalyst class is: 3. (5) Reactant: [Cl:1][C:2]1[CH:7]=[CH:6][C:5]([NH:8][C:9]([NH:11][C:12]2[CH:13]=[C:14]([CH:25]=[CH:26][CH:27]=2)[O:15][C:16]2[CH:21]=[CH:20][N:19]=[C:18]([C:22](O)=[O:23])[CH:17]=2)=[O:10])=[CH:4][C:3]=1[C:28]([F:31])([F:30])[F:29].[CH3:32][N:33]([CH3:35])[NH2:34].C1C=CC2N(O)N=NC=2C=1.CCN=C=NCCCN(C)C.Cl.CN1[C@@H]2CC3C=CC(OC)=C4O[C@H]5[C@@H](O)C=C[C@@H]2[C@]5(C=34)CC1. Product: [Cl:1][C:2]1[CH:7]=[CH:6][C:5]([NH:8][C:9]([NH:11][C:12]2[CH:27]=[CH:26][CH:25]=[C:14]([O:15][C:16]3[CH:21]=[CH:20][N:19]=[C:18]([C:22]([NH:34][N:33]([CH3:35])[CH3:32])=[O:23])[CH:17]=3)[CH:13]=2)=[O:10])=[CH:4][C:3]=1[C:28]([F:30])([F:31])[F:29]. The catalyst class is: 3. (6) Reactant: [NH2:1][CH2:2][C:3]1([OH:6])[CH2:5][CH2:4]1.[CH3:7][C:8]([CH3:13])([CH3:12])[CH2:9][CH:10]=O.[S-:14][C:15]#[N:16].[K+].II. Product: [C:8]([C:9]1[S:14][C:15](=[NH:16])[N:1]([CH2:2][C:3]2([OH:6])[CH2:5][CH2:4]2)[CH:10]=1)([CH3:13])([CH3:12])[CH3:7]. The catalyst class is: 10. (7) Reactant: [C:1]([N:4]1[C:12]2[C:7](=[CH:8][CH:9]=[CH:10][CH:11]=2)[CH2:6][CH:5]1[C:13]#[N:14])(=[O:3])[CH3:2].[OH2:15].C([O-])([O-])=O.[Na+].[Na+].[NH2:22]O.Cl. Product: [C:1]([N:4]1[C:12]2[C:7](=[CH:8][CH:9]=[CH:10][CH:11]=2)[CH2:6][CH:5]1[C:13](=[NH:22])[NH:14][OH:15])(=[O:3])[CH3:2]. The catalyst class is: 8. (8) Reactant: BrBr.[C:3]([NH:6][C:7]1[CH:8]=[C:9]([CH:13]=[C:14]([O:16][CH3:17])[CH:15]=1)[C:10]([OH:12])=[O:11])(=[S:5])[NH2:4]. Product: [NH2:4][C:3]1[S:5][C:8]2[C:9]([C:10]([OH:12])=[O:11])=[CH:13][C:14]([O:16][CH3:17])=[CH:15][C:7]=2[N:6]=1. The catalyst class is: 22. (9) Product: [C:13]([O:12][C@H:11]1[C@H:10]([O:16][C:40](=[O:42])[CH3:41])[C@H:9]([O:17][C:48](=[O:49])[CH3:47])[C@@H:8]([C:18]2[CH:23]=[CH:22][CH:21]=[C:20]([O:24][Si:25]([C:28]([CH3:31])([CH3:30])[CH3:29])([CH3:26])[CH3:27])[CH:19]=2)[O:7][C@@H:6]1[CH2:5][O:4][C:1](=[O:3])[CH3:2])(=[O:15])[CH3:14]. Reactant: [C:1]([O:4][CH2:5][C@@H:6]1[C@@H:11]([O:12][C:13](=[O:15])[CH3:14])[C@H:10]([OH:16])[C@H:9]([OH:17])[C@@H:8]([C:18]2[CH:23]=[CH:22][CH:21]=[C:20]([O:24][Si:25]([C:28]([CH3:31])([CH3:30])[CH3:29])([CH3:27])[CH3:26])[CH:19]=2)[O:7]1)(=[O:3])[CH3:2].N1C(C)=CC=CC=1C.[C:40](OC(=O)C)(=[O:42])[CH3:41].[CH3:47][CH2:48][O:49]C(C)=O. The catalyst class is: 64.